This data is from Reaction yield outcomes from USPTO patents with 853,638 reactions. The task is: Predict the reaction yield, written as a fraction of the theoretical maximum amount of product (1.0 means a 100% yield; for example, 0.34 means a 34% yield). (1) The reactants are [N:1]1([C:12]([O:14][C:15]([CH3:18])([CH3:17])[CH3:16])=[O:13])[CH2:6][CH2:5][CH:4]([C:7](OCC)=[O:8])[CH2:3][CH2:2]1.[H-].[H-].[H-].[H-].[Li+].[Al+3]. The catalyst is C1COCC1. The product is [OH:8][CH2:7][CH:4]1[CH2:5][CH2:6][N:1]([C:12]([O:14][C:15]([CH3:18])([CH3:17])[CH3:16])=[O:13])[CH2:2][CH2:3]1. The yield is 0.770. (2) The reactants are [N:1]1[CH:6]=[C:5]([C:7]([OH:9])=O)[CH:4]=[C:3]([C:10]([OH:12])=O)[CH:2]=1.[CH2:13]([N:15](CC)[CH2:16]C)C.[C:20]([C:24]1[CH:25]=[C:26]([NH:45][S:46]([CH3:49])(=[O:48])=[O:47])[C:27]([O:43][CH3:44])=[C:28]([NH:30][C:31]([C:33]2[S:37][C:36]3[C:38]([NH2:42])=[CH:39][CH:40]=[CH:41][C:35]=3[CH:34]=2)=[O:32])[CH:29]=1)([CH3:23])([CH3:22])[CH3:21].CNC. The catalyst is O=S(Cl)Cl.C1COCC1. The product is [C:20]([C:24]1[CH:25]=[C:26]([NH:45][S:46]([CH3:49])(=[O:47])=[O:48])[C:27]([O:43][CH3:44])=[C:28]([NH:30][C:31]([C:33]2[S:37][C:36]3[C:38]([NH:42][C:7](=[O:9])[C:5]4[CH:4]=[C:3]([C:10](=[O:12])[N:15]([CH3:16])[CH3:13])[CH:2]=[N:1][CH:6]=4)=[CH:39][CH:40]=[CH:41][C:35]=3[CH:34]=2)=[O:32])[CH:29]=1)([CH3:23])([CH3:21])[CH3:22]. The yield is 0.240. (3) The reactants are [H-].[Al+3].[Li+].[H-].[H-].[H-].[CH3:7][CH:8]1[C@H:16]2[N:12]([CH2:13][CH2:14][CH2:15]2)[C:11](=O)[CH:10]=[C:9]1N1CCCC1.[OH-].[Na+].C([OH:27])C. The catalyst is O1CCCC1. The product is [CH3:7][CH:8]1[C@H:16]2[N:12]([CH2:13][CH2:14][CH2:15]2)[CH2:11][CH2:10][C:9]1=[O:27]. The yield is 0.700. (4) The product is [C:1]([C:5]1[CH:10]=[C:9]([Br:11])[C:8]([N+:12]([O-:14])=[O:13])=[CH:7][C:6]=1[O:15][CH2:22][C:23]1[CH:28]=[CH:27][CH:26]=[CH:25][CH:24]=1)([CH3:4])([CH3:2])[CH3:3]. The yield is 0.940. The reactants are [C:1]([C:5]1[CH:10]=[C:9]([Br:11])[C:8]([N+:12]([O-:14])=[O:13])=[CH:7][C:6]=1[OH:15])([CH3:4])([CH3:3])[CH3:2].C([O-])([O-])=O.[Cs+].[Cs+].[CH2:22](Br)[C:23]1[CH:28]=[CH:27][CH:26]=[CH:25][CH:24]=1. The catalyst is CN(C=O)C.O.